From a dataset of Catalyst prediction with 721,799 reactions and 888 catalyst types from USPTO. Predict which catalyst facilitates the given reaction. (1) Product: [N:8]1([C:6]([C:2]2[S:1][CH:5]=[C:4]([S:15]([Cl:14])(=[O:17])=[O:16])[CH:3]=2)=[O:7])[CH2:9][CH2:10][O:11][CH2:12][CH2:13]1. Reactant: [S:1]1[CH:5]=[CH:4][CH:3]=[C:2]1[C:6]([N:8]1[CH2:13][CH2:12][O:11][CH2:10][CH2:9]1)=[O:7].[Cl:14][S:15](O)(=[O:17])=[O:16]. The catalyst class is: 81. (2) Reactant: FC(F)(F)S(O[C:7]1[CH:12]=[CH:11][C:10]([C:13]#[N:14])=[CH:9][C:8]=1[O:15][CH3:16])(=O)=O.[C:19]([O:23][C:24]([CH3:27])([CH3:26])[CH3:25])(=[O:22])[CH:20]=[CH2:21].C(N(CC)CC)C. Product: [C:13]([C:10]1[CH:11]=[CH:12][C:7](/[CH:21]=[CH:20]/[C:19]([O:23][C:24]([CH3:27])([CH3:26])[CH3:25])=[O:22])=[C:8]([O:15][CH3:16])[CH:9]=1)#[N:14]. The catalyst class is: 233. (3) Reactant: [CH3:1][O:2][C:3](=[O:14])[C:4]1[CH:9]=[CH:8][C:7](F)=[CH:6][C:5]=1[N+:11]([O-:13])=[O:12].Cl.[CH3:16][NH:17][CH3:18].C([O-])([O-])=O.[K+].[K+].O. Product: [CH3:1][O:2][C:3](=[O:14])[C:4]1[CH:9]=[CH:8][C:7]([N:17]([CH3:18])[CH3:16])=[CH:6][C:5]=1[N+:11]([O-:13])=[O:12]. The catalyst class is: 3. (4) Reactant: [C:1]([O:5][C:6]([NH:8][CH:9]([CH2:13][CH2:14][CH3:15])[C:10]([OH:12])=O)=[O:7])([CH3:4])([CH3:3])[CH3:2].[NH2:16][C:17]1[S:18][C:19]([CH3:22])=[CH:20][N:21]=1.C1C=CC2N(O)N=NC=2C=1.CCN=C=NCCCN(C)C.Cl.C(N(CC)CC)C. Product: [C:1]([O:5][C:6](=[O:7])[NH:8][CH:9]([C:10](=[O:12])[NH:16][C:17]1[S:18][C:19]([CH3:22])=[CH:20][N:21]=1)[CH2:13][CH2:14][CH3:15])([CH3:2])([CH3:3])[CH3:4]. The catalyst class is: 2. (5) Product: [CH3:22][N:23]([CH3:24])[C:9]1[CH:16]=[CH:15][C:14]([C:17]([F:20])([F:19])[F:18])=[CH:13][C:10]=1[CH:11]=[O:12]. The catalyst class is: 69. Reactant: C1(C)C=CC=CC=1.F[C:9]1[CH:16]=[CH:15][C:14]([C:17]([F:20])([F:19])[F:18])=[CH:13][C:10]=1[CH:11]=[O:12].Cl.[CH3:22][NH:23][CH3:24].C(=O)([O-])[O-].[K+].[K+]. (6) Reactant: [C:1]1([C:7]2[CH:12]=[CH:11][N:10]=[C:9]([NH2:13])[N:8]=2)[CH:6]=[CH:5][CH:4]=[CH:3][CH:2]=1.[N:14]1([C:22]([O:24][C:25]([CH3:28])([CH3:27])[CH3:26])=[O:23])[CH2:21][CH2:20][CH2:19][C@H:15]1[C:16](O)=[O:17].CN(C(F)=[N+](C)C)C.F[P-](F)(F)(F)(F)F.C(N(CC)CC)C. Product: [C:25]([O:24][C:22]([N:14]1[CH2:21][CH2:20][CH2:19][C@H:15]1[C:16](=[O:17])[NH:13][C:9]1[N:8]=[C:7]([C:1]2[CH:2]=[CH:3][CH:4]=[CH:5][CH:6]=2)[CH:12]=[CH:11][N:10]=1)=[O:23])([CH3:28])([CH3:27])[CH3:26]. The catalyst class is: 2.